From a dataset of NCI-60 drug combinations with 297,098 pairs across 59 cell lines. Regression. Given two drug SMILES strings and cell line genomic features, predict the synergy score measuring deviation from expected non-interaction effect. (1) Drug 1: C1=CC=C(C=C1)NC(=O)CCCCCCC(=O)NO. Drug 2: CC1C(C(CC(O1)OC2CC(OC(C2O)C)OC3=CC4=CC5=C(C(=O)C(C(C5)C(C(=O)C(C(C)O)O)OC)OC6CC(C(C(O6)C)O)OC7CC(C(C(O7)C)O)OC8CC(C(C(O8)C)O)(C)O)C(=C4C(=C3C)O)O)O)O. Cell line: BT-549. Synergy scores: CSS=38.1, Synergy_ZIP=-0.998, Synergy_Bliss=1.70, Synergy_Loewe=-18.6, Synergy_HSA=0.630. (2) Drug 1: C1=CC(=CC=C1CCC2=CNC3=C2C(=O)NC(=N3)N)C(=O)NC(CCC(=O)O)C(=O)O. Drug 2: C1CCC(CC1)NC(=O)N(CCCl)N=O. Cell line: EKVX. Synergy scores: CSS=1.70, Synergy_ZIP=3.43, Synergy_Bliss=-1.42, Synergy_Loewe=-2.54, Synergy_HSA=-2.83.